This data is from Peptide-MHC class II binding affinity with 134,281 pairs from IEDB. The task is: Regression. Given a peptide amino acid sequence and an MHC pseudo amino acid sequence, predict their binding affinity value. This is MHC class II binding data. (1) The peptide sequence is LGGLWKTVSPRLSPI. The MHC is HLA-DPA10301-DPB10402 with pseudo-sequence HLA-DPA10301-DPB10402. The binding affinity (normalized) is 0.299. (2) The MHC is DRB1_0701 with pseudo-sequence DRB1_0701. The binding affinity (normalized) is 0.580. The peptide sequence is EKKYFAATQFEPTAA. (3) The peptide sequence is YDKFLRNVSTVLTGK. The MHC is DRB1_0802 with pseudo-sequence DRB1_0802. The binding affinity (normalized) is 0.800.